From a dataset of Full USPTO retrosynthesis dataset with 1.9M reactions from patents (1976-2016). Predict the reactants needed to synthesize the given product. (1) Given the product [CH2:1]([O:3][C:4]([C:6]1[C:10]([C:11]2[CH:16]=[CH:15][C:14]([F:17])=[CH:13][CH:12]=2)=[C:9]([CH:18]=[O:19])[NH:8][C:7]=1[CH2:20][CH2:21][NH2:22])=[O:5])[CH3:2], predict the reactants needed to synthesize it. The reactants are: [CH2:1]([O:3][C:4]([C:6]1[C:10]([C:11]2[CH:16]=[CH:15][C:14]([F:17])=[CH:13][CH:12]=2)=[C:9]([CH:18]=[O:19])[NH:8][C:7]=1[CH2:20][CH2:21][NH:22]C(OC(C)(C)C)=O)=[O:5])[CH3:2].FC(F)(F)C(O)=O. (2) Given the product [OH:17][CH:16]([C:6]1[C:7]2[N:8]([N:9]=[C:10]([C:12]([F:15])([F:14])[F:13])[N:11]=2)[C:3]([O:2][CH3:1])=[CH:4][CH:5]=1)[CH2:18][CH3:19], predict the reactants needed to synthesize it. The reactants are: [CH3:1][O:2][C:3]1[N:8]2[N:9]=[C:10]([C:12]([F:15])([F:14])[F:13])[N:11]=[C:7]2[C:6]([CH:16]=[O:17])=[CH:5][CH:4]=1.[CH2:18]([Mg]Br)[CH3:19].C(=O)([O-])O.[Na+]. (3) Given the product [C:21]1([CH2:27][O:28][C:29](=[O:38])[NH:30][CH2:31][C@@H:32]2[C@H:36]([OH:37])[CH2:35][N:34]([CH2:6][CH:7]3[C:17]4=[C:18]5[C:13](=[CH:14][CH:15]=[C:16]4[F:19])[CH:12]=[CH:11][C:10](=[O:20])[N:9]5[CH2:8]3)[CH2:33]2)[CH:26]=[CH:25][CH:24]=[CH:23][CH:22]=1, predict the reactants needed to synthesize it. The reactants are: CS(O[CH2:6][CH:7]1[C:17]2=[C:18]3[C:13](=[CH:14][CH:15]=[C:16]2[F:19])[CH:12]=[CH:11][C:10](=[O:20])[N:9]3[CH2:8]1)(=O)=O.[C:21]1([CH2:27][O:28][C:29](=[O:38])[NH:30][CH2:31][C@@H:32]2[C@H:36]([OH:37])[CH2:35][NH:34][CH2:33]2)[CH:26]=[CH:25][CH:24]=[CH:23][CH:22]=1. (4) Given the product [O-:27][S:24]([C:23]([F:36])([F:35])[F:22])(=[O:26])=[O:25].[Cl:1][CH2:2][S+:3]([C:18]1[CH:17]=[C:16]([CH3:19])[C:15]([CH3:20])=[C:14]([CH3:21])[C:13]=1[CH3:12])[C:5]1[CH:10]=[CH:9][C:8]([CH3:11])=[CH:7][CH:6]=1, predict the reactants needed to synthesize it. The reactants are: [Cl:1][CH2:2][S:3]([C:5]1[CH:10]=[CH:9][C:8]([CH3:11])=[CH:7][CH:6]=1)=O.[CH3:12][C:13]1[CH:18]=[CH:17][C:16]([CH3:19])=[C:15]([CH3:20])[C:14]=1[CH3:21].[F:22][C:23]([F:36])([F:35])[S:24]([O:27]S(C(F)(F)F)(=O)=O)(=[O:26])=[O:25]. (5) Given the product [C:1]([O:5][C:6](=[O:49])[N:7]([CH:9]1[CH2:14][CH2:13][CH:12]([N:15]([C:35]([C:37]2[S:41][C:40]3[C:42]([F:47])=[CH:43][CH:44]=[C:45]([F:46])[C:39]=3[C:38]=2[Cl:48])=[O:36])[CH2:16][C:17]2[CH:22]=[C:21]([C:23]3[CH:28]=[CH:27][N:26]=[C:25]([C:29](=[O:32])[N:30]([CH3:53])[CH3:31])[CH:24]=3)[CH:20]=[CH:19][C:18]=2[O:33][CH3:34])[CH2:11][CH2:10]1)[CH3:8])([CH3:4])([CH3:2])[CH3:3], predict the reactants needed to synthesize it. The reactants are: [C:1]([O:5][C:6](=[O:49])[N:7]([CH:9]1[CH2:14][CH2:13][CH:12]([N:15]([C:35]([C:37]2[S:41][C:40]3[C:42]([F:47])=[CH:43][CH:44]=[C:45]([F:46])[C:39]=3[C:38]=2[Cl:48])=[O:36])[CH2:16][C:17]2[CH:22]=[C:21]([C:23]3[CH:28]=[CH:27][N:26]=[C:25]([C:29](=[O:32])[NH:30][CH3:31])[CH:24]=3)[CH:20]=[CH:19][C:18]=2[O:33][CH3:34])[CH2:11][CH2:10]1)[CH3:8])([CH3:4])([CH3:3])[CH3:2].[H-].[Na+].I[CH3:53]. (6) Given the product [Br:1][C:2]1[CH:3]=[C:4]2[C:9](=[C:10]([N:14]3[CH2:19][CH2:18][NH:17][CH2:16][CH2:15]3)[CH:11]=1)[N:8]=[C:7]([CH3:13])[CH:6]=[CH:5]2, predict the reactants needed to synthesize it. The reactants are: [Br:1][C:2]1[CH:3]=[C:4]2[C:9](=[C:10](F)[CH:11]=1)[N:8]=[C:7]([CH3:13])[CH:6]=[CH:5]2.[NH:14]1[CH2:19][CH2:18][NH:17][CH2:16][CH2:15]1.